Predict the product of the given reaction. From a dataset of Forward reaction prediction with 1.9M reactions from USPTO patents (1976-2016). (1) Given the reactants [F:1][C:2]1[CH:7]=[CH:6][C:5]([CH:8](O)[CH2:9][N:10]2[CH2:15][CH2:14][N:13]([C:16]3[CH:21]=[N:20][CH:19]=[CH:18][N:17]=3)[CH2:12][CH2:11]2)=[CH:4][CH:3]=1.CS(Cl)(=O)=O.[CH2:28]([NH2:35])[C:29]1[CH:34]=[CH:33][CH:32]=[CH:31][CH:30]=1, predict the reaction product. The product is: [CH2:28]([NH:35][CH:8]([C:5]1[CH:6]=[CH:7][C:2]([F:1])=[CH:3][CH:4]=1)[CH2:9][N:10]1[CH2:15][CH2:14][N:13]([C:16]2[CH:21]=[N:20][CH:19]=[CH:18][N:17]=2)[CH2:12][CH2:11]1)[C:29]1[CH:34]=[CH:33][CH:32]=[CH:31][CH:30]=1. (2) Given the reactants O=[C:2]1[CH2:7][CH2:6][CH:5]([C:8]2[CH:9]=[CH:10][C:11](=[O:14])[NH:12][CH:13]=2)[CH2:4][CH2:3]1.[NH:15]1[CH2:18][CH:17]([NH:19][C:20]([CH2:22][NH:23][C:24](=[O:35])[C:25]2[CH:30]=[CH:29][CH:28]=[C:27]([C:31]([F:34])([F:33])[F:32])[CH:26]=2)=[O:21])[CH2:16]1, predict the reaction product. The product is: [O:14]=[C:11]1[NH:12][CH:13]=[C:8]([CH:5]2[CH2:6][CH2:7][CH:2]([N:15]3[CH2:18][CH:17]([NH:19][C:20]([CH2:22][NH:23][C:24](=[O:35])[C:25]4[CH:30]=[CH:29][CH:28]=[C:27]([C:31]([F:34])([F:32])[F:33])[CH:26]=4)=[O:21])[CH2:16]3)[CH2:3][CH2:4]2)[CH:9]=[CH:10]1.